This data is from Forward reaction prediction with 1.9M reactions from USPTO patents (1976-2016). The task is: Predict the product of the given reaction. (1) Given the reactants CC(C)([O-])C.[K+].[CH3:7][C:8]1([CH3:24])[O:13][C:12]2[CH:14]=[CH:15][C:16]([C@H:18]3[O:22][C:21](=[O:23])[NH:20][CH2:19]3)=[CH:17][C:11]=2[CH2:10][O:9]1.Br[CH2:26][CH2:27][CH2:28][CH2:29][CH2:30][CH2:31][O:32][CH2:33][CH2:34][O:35][CH2:36][C:37]1[C:42]([Cl:43])=[CH:41][CH:40]=[CH:39][C:38]=1[Cl:44], predict the reaction product. The product is: [Cl:43][C:42]1[CH:41]=[CH:40][CH:39]=[C:38]([Cl:44])[C:37]=1[CH2:36][O:35][CH2:34][CH2:33][O:32][CH2:31][CH2:30][CH2:29][CH2:28][CH2:27][CH2:26][N:20]1[CH2:19][C@@H:18]([C:16]2[CH:15]=[CH:14][C:12]3[O:13][C:8]([CH3:24])([CH3:7])[O:9][CH2:10][C:11]=3[CH:17]=2)[O:22][C:21]1=[O:23]. (2) Given the reactants [C:1]([O:5][C:6](=[O:28])[NH:7][CH:8]1[CH2:17][CH2:16][C:15]2[C:10](=[CH:11][C:12]([OH:18])=[CH:13][CH:14]=2)[CH:9]1[CH2:19][C:20]1[CH:25]=[CH:24][C:23]([Cl:26])=[C:22]([Cl:27])[CH:21]=1)([CH3:4])([CH3:3])[CH3:2].[F:29][C:30]([F:49])([F:48])[S:31](N(C1C=CC=CC=1)[S:31]([C:30]([F:49])([F:48])[F:29])(=[O:33])=[O:32])(=[O:33])=[O:32].C(N(CC)CC)C, predict the reaction product. The product is: [F:29][C:30]([F:49])([F:48])[S:31]([O:18][C:12]1[CH:13]=[CH:14][C:15]2[CH2:16][CH2:17][CH:8]([NH:7][C:6]([O:5][C:1]([CH3:4])([CH3:2])[CH3:3])=[O:28])[CH:9]([CH2:19][C:20]3[CH:25]=[CH:24][C:23]([Cl:26])=[C:22]([Cl:27])[CH:21]=3)[C:10]=2[CH:11]=1)(=[O:33])=[O:32]. (3) Given the reactants [OH:1][C:2]1[CH:7]=[CH:6][CH:5]=[CH:4][C:3]=1[C:8]1[C:9]([O:16][CH3:17])=[CH:10][C:11](=[O:15])[N:12]([CH3:14])[N:13]=1.[F:18][C:19]1[CH:24]=[CH:23][C:22](B(O)O)=[CH:21][CH:20]=1.C(N(CC)CC)C, predict the reaction product. The product is: [F:18][C:19]1[CH:24]=[CH:23][C:22]([O:1][C:2]2[CH:7]=[CH:6][CH:5]=[CH:4][C:3]=2[C:8]2[C:9]([O:16][CH3:17])=[CH:10][C:11](=[O:15])[N:12]([CH3:14])[N:13]=2)=[CH:21][CH:20]=1. (4) Given the reactants OS(O)(=O)=O.[N+:6]([O-:9])(O)=[O:7].[F:10][C:11]1[CH:16]=[CH:15][CH:14]=[C:13]([F:17])[C:12]=1[C:18](=[O:20])[CH3:19], predict the reaction product. The product is: [F:10][C:11]1[C:16]([N+:6]([O-:9])=[O:7])=[CH:15][CH:14]=[C:13]([F:17])[C:12]=1[C:18](=[O:20])[CH3:19]. (5) Given the reactants [NH2:1][C:2]1[N:7]=[C:6]([C:8]([OH:10])=[O:9])[CH:5]=[CH:4][CH:3]=1.S(=O)(=O)(O)O.[CH2:16](O)[CH3:17], predict the reaction product. The product is: [NH2:1][C:2]1[N:7]=[C:6]([C:8]([O:10][CH2:16][CH3:17])=[O:9])[CH:5]=[CH:4][CH:3]=1. (6) Given the reactants [C:1](Cl)(=[O:4])[CH2:2][CH3:3].[Cl:6][C:7]1[CH:8]=[CH:9][C:10]([F:37])=[C:11]([C:13]2[CH:18]=[CH:17][C:16]([CH2:19][N:20]([CH2:31][C@@H:32]([OH:36])[C:33]([OH:35])=[O:34])[NH:21][C:22]([C:24]3[O:28][N:27]=[C:26]([O:29][CH3:30])[CH:25]=3)=[O:23])=[CH:15][CH:14]=2)[CH:12]=1.CCN(C(C)C)C(C)C.C(Cl)Cl, predict the reaction product. The product is: [Cl:6][C:7]1[CH:8]=[CH:9][C:10]([F:37])=[C:11]([C:13]2[CH:14]=[CH:15][C:16]([CH2:19][N:20]([CH2:31][C@@H:32]([O:36][C:1](=[O:4])[CH2:2][CH3:3])[C:33]([OH:35])=[O:34])[NH:21][C:22]([C:24]3[O:28][N:27]=[C:26]([O:29][CH3:30])[CH:25]=3)=[O:23])=[CH:17][CH:18]=2)[CH:12]=1.